This data is from Catalyst prediction with 721,799 reactions and 888 catalyst types from USPTO. The task is: Predict which catalyst facilitates the given reaction. (1) Reactant: [CH3:1][C@:2]12[CH2:19][CH2:18][C@H:17]3[C@@H:7]([CH2:8][CH2:9][C:10]4[C@:15]3([CH3:16])[CH2:14][CH2:13][C:12](=[O:20])[CH:11]=4)[C@@H:6]1[CH2:5][CH2:4][C@@H:3]2[C:21](O)=[O:22].C(N(CC)C(C)C)(C)C.[B-](F)(F)(F)F.CN(C(ON1C(=O)CCC1=O)=[N+](C)C)C.[NH2:53][CH2:54][CH2:55][NH:56][C:57](=[O:63])[O:58][C:59]([CH3:62])([CH3:61])[CH3:60]. Product: [O:20]=[C:12]1[CH2:13][CH2:14][C@@:15]2([CH3:16])[C:10]([CH2:9][CH2:8][C@@H:7]3[C@@H:17]2[CH2:18][CH2:19][C@@:2]2([CH3:1])[C@H:6]3[CH2:5][CH2:4][CH:3]2[C:21]([NH:53][CH2:54][CH2:55][NH:56][C:57](=[O:63])[O:58][C:59]([CH3:60])([CH3:62])[CH3:61])=[O:22])=[CH:11]1. The catalyst class is: 9. (2) Reactant: [CH2:1]([O:8][C:9]1[CH:10]=[C:11]2[C:16](=[C:17]([Cl:19])[CH:18]=1)[O:15][CH:14]([C:20]([F:23])([F:22])[F:21])[C:13]([C:24]([O:26]CC)=[O:25])=[CH:12]2)[C:2]1[CH:7]=[CH:6][CH:5]=[CH:4][CH:3]=1. Product: [CH2:1]([O:8][C:9]1[CH:10]=[C:11]2[C:16](=[C:17]([Cl:19])[CH:18]=1)[O:15][CH:14]([C:20]([F:23])([F:21])[F:22])[C:13]([C:24]([OH:26])=[O:25])=[CH:12]2)[C:2]1[CH:3]=[CH:4][CH:5]=[CH:6][CH:7]=1. The catalyst class is: 170. (3) Reactant: [H-].[Na+].[CH3:3][C:4]([CH3:17])([CH3:16])/[C:5](/[O:9][CH2:10][C:11]([O:13][CH2:14][CH3:15])=[O:12])=[CH:6]/[C:7]#[N:8].[NH4+].[Cl-]. Product: [NH2:8][C:7]1[CH:6]=[C:5]([C:4]([CH3:16])([CH3:17])[CH3:3])[O:9][C:10]=1[C:11]([O:13][CH2:14][CH3:15])=[O:12]. The catalyst class is: 1. (4) Reactant: [OH:1][C:2]1[CH:3]=[C:4]2[C:9](=[CH:10][CH:11]=1)[N:8]=[CH:7][CH:6]=[C:5]2[S:12][C:13]1([C:17]([O:19]CC)=[O:18])[CH2:16][CH2:15][CH2:14]1.[OH-].[Na+].O. Product: [OH:1][C:2]1[CH:3]=[C:4]2[C:9](=[CH:10][CH:11]=1)[N:8]=[CH:7][CH:6]=[C:5]2[S:12][C:13]1([C:17]([OH:19])=[O:18])[CH2:14][CH2:15][CH2:16]1. The catalyst class is: 83.